Dataset: Full USPTO retrosynthesis dataset with 1.9M reactions from patents (1976-2016). Task: Predict the reactants needed to synthesize the given product. (1) Given the product [F:1][C:2]([F:21])([C:8]1[CH:13]=[CH:12][CH:11]=[C:10]([O:14][CH2:15][CH2:16][O:17][CH:18]([CH3:19])[CH3:20])[CH:9]=1)[C:3]([OH:5])=[O:4], predict the reactants needed to synthesize it. The reactants are: [F:1][C:2]([F:21])([C:8]1[CH:13]=[CH:12][CH:11]=[C:10]([O:14][CH2:15][CH2:16][O:17][CH:18]([CH3:20])[CH3:19])[CH:9]=1)[C:3]([O:5]CC)=[O:4].CO.O1CCCC1.O.[OH-].[Li+]. (2) Given the product [ClH:17].[Br:8][C:6]1[CH:5]=[CH:4][N:3]=[C:2]([NH:1][CH:14]=[N:12][OH:19])[CH:7]=1, predict the reactants needed to synthesize it. The reactants are: [NH2:1][C:2]1[CH:7]=[C:6]([Br:8])[CH:5]=[CH:4][N:3]=1.COC(OC)[N:12]([CH3:14])C.[ClH:17].N[OH:19]. (3) Given the product [CH3:1][O:2][C:3](=[O:31])[CH2:4][CH2:5][C:6]1[CH:7]=[CH:8][C:9]([O:12][C:13]2[CH:14]=[CH:15][C:16]([CH:19]([NH:23][C:24]([O:26][C:27]([CH3:29])([CH3:28])[CH3:30])=[O:25])[C:20](=[O:22])[N:34]([CH3:35])[CH3:32])=[CH:17][CH:18]=2)=[CH:10][CH:11]=1, predict the reactants needed to synthesize it. The reactants are: [CH3:1][O:2][C:3](=[O:31])[CH2:4][CH2:5][C:6]1[CH:11]=[CH:10][C:9]([O:12][C:13]2[CH:18]=[CH:17][C:16]([CH:19]([NH:23][C:24]([O:26][C:27]([CH3:30])([CH3:29])[CH3:28])=[O:25])[C:20]([OH:22])=O)=[CH:15][CH:14]=2)=[CH:8][CH:7]=1.[CH2:32]([N:34](CC)[CH2:35]C)C.CN([P+](ON1N=NC2C=CC=CC1=2)(N(C)C)N(C)C)C.F[P-](F)(F)(F)(F)F.CNC. (4) Given the product [NH2:1][C:2]([C:4]1[CH:5]=[N:6][C:7]2[C:12]([C:13]=1[NH:14][C:15]1[CH:16]=[C:17]([CH:23]=[CH:24][CH:25]=1)[C:18]([OH:20])=[O:19])=[CH:11][CH:10]=[C:9]([C:26]1[C:27]([CH3:32])=[N:28][CH:29]=[CH:30][CH:31]=1)[CH:8]=2)=[O:3], predict the reactants needed to synthesize it. The reactants are: [NH2:1][C:2]([C:4]1[CH:5]=[N:6][C:7]2[C:12]([C:13]=1[NH:14][C:15]1[CH:16]=[C:17]([CH:23]=[CH:24][CH:25]=1)[C:18]([O:20]CC)=[O:19])=[CH:11][CH:10]=[C:9]([C:26]1[C:27]([CH3:32])=[N:28][CH:29]=[CH:30][CH:31]=1)[CH:8]=2)=[O:3].[OH-].[Na+].